The task is: Predict the product of the given reaction.. This data is from Forward reaction prediction with 1.9M reactions from USPTO patents (1976-2016). (1) Given the reactants CO[CH:3]1[CH2:7][CH2:6][CH:5](OC)O1.Cl.ClC1C=CN=CC=1.[NH2:18][C:19]1[C:24]2[O:25][C:26]3[CH:35]=[CH:34][C:33]([C:36]([OH:38])=[O:37])=[CH:32][C:27]=3[S:28](=[O:31])(=[O:30])[CH2:29][C:23]=2[CH:22]=[CH:21][CH:20]=1, predict the reaction product. The product is: [O:30]=[S:28]1(=[O:31])[C:27]2[CH:32]=[C:33]([C:36]([OH:38])=[O:37])[CH:34]=[CH:35][C:26]=2[O:25][C:24]2[C:19]([N:18]3[CH:3]=[CH:7][CH:6]=[CH:5]3)=[CH:20][CH:21]=[CH:22][C:23]=2[CH2:29]1. (2) Given the reactants C(OC([NH:11][C@@H:12]([CH2:17][C:18]([F:27])([F:26])[CH2:19][C:20]1[CH:25]=[CH:24][CH:23]=[CH:22][CH:21]=1)[C:13]([O:15][CH3:16])=[O:14])=O)C1C=CC=CC=1.Br.C(OCC)C, predict the reaction product. The product is: [NH2:11][C@@H:12]([CH2:17][C:18]([F:26])([F:27])[CH2:19][C:20]1[CH:25]=[CH:24][CH:23]=[CH:22][CH:21]=1)[C:13]([O:15][CH3:16])=[O:14]. (3) Given the reactants [NH2:1][C:2]1[C:11]2[C:6](=[CH:7][CH:8]=[C:9]([C:12]3[S:16][C:15]([CH2:17][NH:18][C:19]4[N:29]=[CH:28][CH:27]=[CH:26][C:20]=4[C:21]([O:23]CC)=[O:22])=[CH:14][CH:13]=3)[CH:10]=2)[N:5]=[CH:4][N:3]=1.C(O)C.[OH-].[Na+].O.Cl, predict the reaction product. The product is: [NH2:1][C:2]1[C:11]2[C:6](=[CH:7][CH:8]=[C:9]([C:12]3[S:16][C:15]([CH2:17][NH:18][C:19]4[N:29]=[CH:28][CH:27]=[CH:26][C:20]=4[C:21]([OH:23])=[O:22])=[CH:14][CH:13]=3)[CH:10]=2)[N:5]=[CH:4][N:3]=1. (4) Given the reactants [C:1]([O:5][C:6]([N:8]1[CH2:13][CH:12]2[CH:10]([O:11]2)[CH2:9]1)=[O:7])([CH3:4])([CH3:3])[CH3:2].[Cl:14][C:15]1[CH:20]=[CH:19][C:18]([C:21]([N:23]2[CH2:28][CH2:27][NH:26][CH2:25][CH2:24]2)=[O:22])=[CH:17][CH:16]=1, predict the reaction product. The product is: [C:1]([O:5][C:6]([N:8]1[CH2:9][CH:10]([OH:11])[CH:12]([N:26]2[CH2:25][CH2:24][N:23]([C:21](=[O:22])[C:18]3[CH:17]=[CH:16][C:15]([Cl:14])=[CH:20][CH:19]=3)[CH2:28][CH2:27]2)[CH2:13]1)=[O:7])([CH3:2])([CH3:3])[CH3:4]. (5) Given the reactants [Cl:1][C:2]1[CH:3]=[C:4]([C:8]2[NH:13][C:12](=O)[CH:11]=[C:10]([C:15]([F:18])([F:17])[F:16])[N:9]=2)[CH:5]=[CH:6][CH:7]=1.O=P(Cl)(Cl)[Cl:21], predict the reaction product. The product is: [Cl:21][C:12]1[CH:11]=[C:10]([C:15]([F:18])([F:17])[F:16])[N:9]=[C:8]([C:4]2[CH:5]=[CH:6][CH:7]=[C:2]([Cl:1])[CH:3]=2)[N:13]=1. (6) Given the reactants O1[C@@:3]2([CH2:8][CH2:7][CH2:6][CH2:5][C@@H:4]2[N:9]2[C:13]([C:14]3[CH:19]=[CH:18][CH:17]=[CH:16][CH:15]=3)=[C:12]([C:20](OCC)=O)[N:11]=[CH:10]2)[CH2:2]1.[OH2:25].[OH-:26].[Li+].[OH2:28].[ClH:29].[CH3:30][OH:31].[CH2:32]1[CH2:36]O[CH2:34][CH2:33]1, predict the reaction product. The product is: [CH2:32]([C@H:36]1[N:11]([C:20]([C:12]2[N:11]=[CH:10][N:9]([C@H:4]3[CH2:5][CH2:6][CH2:7][CH2:8][C@@:3]3([CH2:2][Cl:29])[OH:26])[C:13]=2[C:14]2[CH:15]=[CH:16][CH:17]=[CH:18][CH:19]=2)=[O:25])[CH2:12][CH2:13][N:9]([C:30]([O:31][C:3]([CH3:8])([CH3:4])[CH3:2])=[O:28])[CH2:10]1)[C:33]1[CH:19]=[CH:14][CH:15]=[CH:16][CH:34]=1. (7) Given the reactants [Cl:1][C:2]1[C:7]([OH:8])=[CH:6][CH:5]=[C:4](I)[N:3]=1.[CH3:10][N:11](C=O)C, predict the reaction product. The product is: [Cl:1][C:2]1[N:3]=[C:4]([C:10]#[N:11])[CH:5]=[CH:6][C:7]=1[OH:8].